Predict which catalyst facilitates the given reaction. From a dataset of Catalyst prediction with 721,799 reactions and 888 catalyst types from USPTO. (1) Reactant: [F:1][C:2]1[CH:46]=[CH:45][C:5]([O:6][C@@H:7]([CH2:17][C:18]2[CH:23]=[CH:22][C:21]([O:24][CH2:25][CH2:26][O:27][N:28]=[C:29]([C:31]3[CH:36]=[CH:35][C:34]([C:37]4[CH:42]=[CH:41][C:40]([O:43][CH3:44])=[CH:39][CH:38]=4)=[CH:33][CH:32]=3)[CH3:30])=[CH:20][CH:19]=2)[C:8]([O:10]CC[Si](C)(C)C)=[O:9])=[CH:4][CH:3]=1.[F-].C([N+](CCCC)(CCCC)CCCC)CCC. Product: [F:1][C:2]1[CH:3]=[CH:4][C:5]([O:6][C@@H:7]([CH2:17][C:18]2[CH:19]=[CH:20][C:21]([O:24][CH2:25][CH2:26][O:27][N:28]=[C:29]([C:31]3[CH:36]=[CH:35][C:34]([C:37]4[CH:38]=[CH:39][C:40]([O:43][CH3:44])=[CH:41][CH:42]=4)=[CH:33][CH:32]=3)[CH3:30])=[CH:22][CH:23]=2)[C:8]([OH:10])=[O:9])=[CH:45][CH:46]=1. The catalyst class is: 7. (2) Reactant: CS(O[CH2:6][C@H:7]1[CH2:16][CH2:15][C:14]2[C:9](=[CH:10][CH:11]=[CH:12][CH:13]=2)[O:8]1)(=O)=O.[NH3:17].Cl. Product: [NH2:17][CH2:6][C@H:7]1[CH2:16][CH2:15][C:14]2[C:9](=[CH:10][CH:11]=[CH:12][CH:13]=2)[O:8]1. The catalyst class is: 7. (3) Reactant: [O:1]=[C:2]1[N:8]([CH:9]2[CH2:14][CH2:13][N:12]([C:15]([O:17][C@H:18]([CH2:40][C:41]3[CH:49]=[C:48]([CH3:50])[C:44]4[NH:45][CH:46]=[N:47][C:43]=4[CH:42]=3)[C:19]([N:21]3[CH2:26][CH2:25][CH:24]([N:27]4[CH2:32][CH2:31][N:30](CC5C=CC=CC=5)[CH2:29][CH2:28]4)[CH2:23][CH2:22]3)=[O:20])=[O:16])[CH2:11][CH2:10]2)[CH2:7][CH2:6][C:5]2[CH:51]=[CH:52][CH:53]=[CH:54][C:4]=2[NH:3]1.[H][H]. Product: [O:1]=[C:2]1[N:8]([CH:9]2[CH2:10][CH2:11][N:12]([C:15]([O:17][C@H:18]([CH2:40][C:41]3[CH:49]=[C:48]([CH3:50])[C:44]4[NH:45][CH:46]=[N:47][C:43]=4[CH:42]=3)[C:19](=[O:20])[N:21]3[CH2:26][CH2:25][CH:24]([N:27]4[CH2:28][CH2:29][NH:30][CH2:31][CH2:32]4)[CH2:23][CH2:22]3)=[O:16])[CH2:13][CH2:14]2)[CH2:7][CH2:6][C:5]2[CH:51]=[CH:52][CH:53]=[CH:54][C:4]=2[NH:3]1. The catalyst class is: 19. (4) Reactant: [Br:1][CH2:2][CH2:3][CH2:4][CH2:5][CH2:6][CH2:7][CH2:8][CH2:9][CH2:10][CH2:11][CH2:12][CH2:13][CH2:14][CH2:15][CH2:16][C:17]([OH:19])=O.S(Cl)(Cl)=O.[N:24]12[C:46](=[O:47])[CH2:45][NH:44][CH2:43][C:42](=[O:48])[N:33]([CH2:34][CH2:35][O:36][CH2:37][CH2:38][O:39][CH2:40][CH2:41]1)[CH2:32][CH2:31][O:30][CH2:29][CH2:28][O:27][CH2:26][CH2:25]2.CCN(C(C)C)C(C)C. Product: [Br:1][CH2:2][CH2:3][CH2:4][CH2:5][CH2:6][CH2:7][CH2:8][CH2:9][CH2:10][CH2:11][CH2:12][CH2:13][CH2:14][CH2:15][CH2:16][C:17]([N:44]1[CH2:45][C:46](=[O:47])[N:24]2[CH2:25][CH2:26][O:27][CH2:28][CH2:29][O:30][CH2:31][CH2:32][N:33]([CH2:34][CH2:35][O:36][CH2:37][CH2:38][O:39][CH2:40][CH2:41]2)[C:42](=[O:48])[CH2:43]1)=[O:19]. The catalyst class is: 61. (5) Reactant: [C:1]([C:5]1[CH:6]=[C:7]([C:16](=[O:18])[CH3:17])[CH:8]=[C:9]([O:11][CH2:12][CH2:13][O:14][CH3:15])[CH:10]=1)([CH3:4])([CH3:3])[CH3:2].[Br-:19].[Br-].[Br-].C1([N+](C)(C)C)C=CC=CC=1.C1([N+](C)(C)C)C=CC=CC=1.C1([N+](C)(C)C)C=CC=CC=1.C(O)(=O)CC(CC(O)=O)(C(O)=O)O.C(Cl)Cl. Product: [Br:19][CH2:17][C:16]([C:7]1[CH:8]=[C:9]([O:11][CH2:12][CH2:13][O:14][CH3:15])[CH:10]=[C:5]([C:1]([CH3:4])([CH3:2])[CH3:3])[CH:6]=1)=[O:18]. The catalyst class is: 92. (6) Product: [OH:43][CH2:42][CH2:41][NH:40][C:7]1[N:8]=[C:3]([O:2][CH3:1])[C:4]2[C:15]([C:16]3[CH:21]=[CH:20][CH:19]=[CH:18][CH:17]=3)=[C:14]([C:22]3[CH:27]=[CH:26][C:25]([C:28]4([NH:32][C:33](=[O:39])[O:34][C:35]([CH3:38])([CH3:37])[CH3:36])[CH2:31][CH2:30][CH2:29]4)=[CH:24][CH:23]=3)[O:13][C:5]=2[N:6]=1. Reactant: [CH3:1][O:2][C:3]1[C:4]2[C:15]([C:16]3[CH:21]=[CH:20][CH:19]=[CH:18][CH:17]=3)=[C:14]([C:22]3[CH:27]=[CH:26][C:25]([C:28]4([NH:32][C:33](=[O:39])[O:34][C:35]([CH3:38])([CH3:37])[CH3:36])[CH2:31][CH2:30][CH2:29]4)=[CH:24][CH:23]=3)[O:13][C:5]=2[N:6]=[C:7](S(C)(=O)=O)[N:8]=1.[NH2:40][CH2:41][CH2:42][OH:43]. The catalyst class is: 11.